Dataset: Full USPTO retrosynthesis dataset with 1.9M reactions from patents (1976-2016). Task: Predict the reactants needed to synthesize the given product. Given the product [CH3:13][O:15][CH:16]([O:19][CH3:20])[CH2:17][NH:18][CH2:11][C:3]1[N:2]([CH3:1])[C:6]2[CH:7]=[CH:8][CH:9]=[CH:10][C:5]=2[N:4]=1, predict the reactants needed to synthesize it. The reactants are: [CH3:1][N:2]1[C:6]2[CH:7]=[CH:8][CH:9]=[CH:10][C:5]=2[N:4]=[C:3]1[CH:11]=O.[CH2:13]([O:15][CH:16]([O:19][CH2:20]C)[CH2:17][NH2:18])C.[BH3-]C#N.[Na+].